From a dataset of Catalyst prediction with 721,799 reactions and 888 catalyst types from USPTO. Predict which catalyst facilitates the given reaction. (1) Reactant: Cl[C:2]([O:4][C:5]1[CH:10]=[CH:9][CH:8]=[CH:7][CH:6]=1)=[O:3].C([C:15]1[C:26]([NH2:27])=[CH:25][C:18]([CH2:19][N:20]([CH3:24])[C:21](=[O:23])[O-:22])=[C:17]([S:28][CH:29]([CH3:31])[CH3:30])[CH:16]=1)(C)(C)C.N1[CH:37]=[CH:36][CH:35]=CC=1.[CH2:38](Cl)Cl. Product: [C:5]1([O:4][C:2](=[O:3])[NH:27][C:26]2[CH:15]=[CH:16][C:17]([S:28][CH:29]([CH3:30])[CH3:31])=[C:18]([CH2:19][N:20]([C:21]([O:22][C:36]([CH3:35])([CH3:37])[CH3:38])=[O:23])[CH3:24])[CH:25]=2)[CH:10]=[CH:9][CH:8]=[CH:7][CH:6]=1. The catalyst class is: 6. (2) Product: [Cl:24][C:25]1[CH:26]=[CH:27][C:28]([N:31]2[CH2:36][CH2:35][N:34]([CH2:2][CH2:3][CH:4]=[C:5]3[C:11]4[CH:12]=[CH:13][CH:14]=[N:15][C:10]=4[CH2:9][O:8][C:7]4[CH:16]=[CH:17][C:18]([C:20]([OH:23])([CH3:22])[CH3:21])=[CH:19][C:6]3=4)[CH2:33][CH:32]2[CH3:37])=[CH:29][CH:30]=1. The catalyst class is: 32. Reactant: Br[CH2:2][CH2:3][CH:4]=[C:5]1[C:11]2[CH:12]=[CH:13][CH:14]=[N:15][C:10]=2[CH2:9][O:8][C:7]2[CH:16]=[CH:17][C:18]([C:20]([OH:23])([CH3:22])[CH3:21])=[CH:19][C:6]1=2.[Cl:24][C:25]1[CH:30]=[CH:29][C:28]([N:31]2[CH2:36][CH2:35][NH:34][CH2:33][CH:32]2[CH3:37])=[CH:27][CH:26]=1.[I-].[K+]. (3) Reactant: C(OC(=O)[NH:7][C:8]([CH2:38][O:39]COC)([CH2:29][CH2:30][O:31]C1CCCCO1)[CH2:9][CH2:10][C:11]1[CH:16]=[CH:15][C:14]([O:17][CH2:18][CH2:19][CH2:20][CH2:21][CH2:22][CH2:23][CH3:24])=[C:13]([C:25]([F:28])([F:27])[F:26])[CH:12]=1)(C)(C)C.[ClH:44]. Product: [ClH:44].[NH2:7][C:8]([CH2:9][CH2:10][C:11]1[CH:16]=[CH:15][C:14]([O:17][CH2:18][CH2:19][CH2:20][CH2:21][CH2:22][CH2:23][CH3:24])=[C:13]([C:25]([F:26])([F:27])[F:28])[CH:12]=1)([CH2:29][CH2:30][OH:31])[CH2:38][OH:39]. The catalyst class is: 8. (4) Reactant: [CH2:1]([O:8][C:9]1[CH:14]=[CH:13][C:12]([N:15]2[CH2:19][CH:18]([CH2:20]Cl)[CH2:17][C:16]2=[O:22])=[CH:11][CH:10]=1)[C:2]1[CH:7]=[CH:6][CH:5]=[CH:4][CH:3]=1.[C-:23]#[N:24].[Na+].[I-].[Na+]. Product: [CH2:1]([O:8][C:9]1[CH:14]=[CH:13][C:12]([N:15]2[C:16](=[O:22])[CH2:17][CH:18]([CH2:20][C:23]#[N:24])[CH2:19]2)=[CH:11][CH:10]=1)[C:2]1[CH:7]=[CH:6][CH:5]=[CH:4][CH:3]=1. The catalyst class is: 9. (5) Reactant: [Br-:1].[C:2]([CH2:5][CH2:6][CH2:7][P+:8]([C:21]1[CH:26]=[CH:25][CH:24]=[CH:23][CH:22]=1)([C:15]1[CH:20]=[CH:19][CH:18]=[CH:17][CH:16]=1)[C:9]1[CH:14]=[CH:13][CH:12]=[CH:11][CH:10]=1)(O)=[O:3].C1N=CN(C(N2C=NC=C2)=O)C=1.[NH2:39][CH2:40][CH2:41][NH:42][C:43]([O:45][C:46]([CH3:49])([CH3:48])[CH3:47])=[O:44]. Product: [Br-:1].[CH3:47][C:46]([CH3:49])([CH3:48])[O:45][C:43](=[O:44])[NH:42][CH2:41][CH2:40][NH:39][C:2](=[O:3])[CH2:5][CH2:6][CH2:7][P+:8]([C:21]1[CH:26]=[CH:25][CH:24]=[CH:23][CH:22]=1)([C:9]1[CH:10]=[CH:11][CH:12]=[CH:13][CH:14]=1)[C:15]1[CH:20]=[CH:19][CH:18]=[CH:17][CH:16]=1. The catalyst class is: 3. (6) Reactant: [CH:1]1([C:4](Cl)=[O:5])[CH2:3][CH2:2]1.Cl.[CH3:8][O:9][C:10]1[CH:15]=[CH:14][C:13]([C:16]2[N:17]=[CH:18][N:19]([C:21]([N:23]([CH3:30])[CH:24]3[CH2:29][CH2:28][NH:27][CH2:26][CH2:25]3)=[O:22])[CH:20]=2)=[CH:12][C:11]=1[CH3:31].CCN(C(C)C)C(C)C.O. Product: [CH:1]1([C:4]([N:27]2[CH2:28][CH2:29][CH:24]([N:23]([CH3:30])[C:21]([N:19]3[CH:20]=[C:16]([C:13]4[CH:14]=[CH:15][C:10]([O:9][CH3:8])=[C:11]([CH3:31])[CH:12]=4)[N:17]=[CH:18]3)=[O:22])[CH2:25][CH2:26]2)=[O:5])[CH2:3][CH2:2]1. The catalyst class is: 2. (7) Reactant: [C:1]([OH:4])(=[O:3])[CH3:2].C(N(CC)CC)C.Cl[CH:13]([C:19](=[O:22])[CH2:20][CH3:21])[C:14]([O:16][CH2:17][CH3:18])=[O:15].O. Product: [C:1]([O:4][CH:13]([C:19](=[O:22])[CH2:20][CH3:21])[C:14]([O:16][CH2:17][CH3:18])=[O:15])(=[O:3])[CH3:2]. The catalyst class is: 9. (8) Reactant: [CH:1]1([N:4]([CH2:23][CH2:24][CH2:25][C:26]([O:28][CH2:29][CH3:30])=[O:27])[S:5]([C:8]2[CH:9]=[C:10]([CH:20]=[CH:21][CH:22]=2)[C:11]([O:13]CC[Si](C)(C)C)=[O:12])(=[O:7])=[O:6])[CH2:3][CH2:2]1.CCCC[N+](CCCC)(CCCC)CCCC.[F-].Cl. Product: [CH:1]1([N:4]([CH2:23][CH2:24][CH2:25][C:26]([O:28][CH2:29][CH3:30])=[O:27])[S:5]([C:8]2[CH:9]=[C:10]([CH:20]=[CH:21][CH:22]=2)[C:11]([OH:13])=[O:12])(=[O:7])=[O:6])[CH2:2][CH2:3]1. The catalyst class is: 1. (9) Reactant: [C:1]([O:6][CH3:7])(=[O:5])[CH:2]([CH3:4])[OH:3].[CH2:8](Cl)[C:9]1[CH:14]=[CH:13][CH:12]=[CH:11][CH:10]=1.CC(C)([O-])C.[Na+]. Product: [CH2:8]([O:3][CH:2]([CH3:4])[C:1]([O:6][CH3:7])=[O:5])[C:9]1[CH:14]=[CH:13][CH:12]=[CH:11][CH:10]=1. The catalyst class is: 9.